This data is from Forward reaction prediction with 1.9M reactions from USPTO patents (1976-2016). The task is: Predict the product of the given reaction. (1) Given the reactants Br[C:2]1[CH:3]=[N:4][N:5]([C:7]2[N:12]=[C:11]([C:13]([F:16])([F:15])[F:14])[CH:10]=[C:9]([C:17]3[CH:22]=[CH:21][C:20]([C:23]([F:26])([F:25])[F:24])=[CH:19][CH:18]=3)[N:8]=2)[CH:6]=1.[NH2:27][C:28]1[CH:33]=[CH:32][C:31](B2OC(C)(C)C(C)(C)O2)=[CH:30][N:29]=1, predict the reaction product. The product is: [F:14][C:13]([F:16])([F:15])[C:11]1[CH:10]=[C:9]([C:17]2[CH:22]=[CH:21][C:20]([C:23]([F:26])([F:25])[F:24])=[CH:19][CH:18]=2)[N:8]=[C:7]([N:5]2[CH:6]=[C:2]([C:31]3[CH:32]=[CH:33][C:28]([NH2:27])=[N:29][CH:30]=3)[CH:3]=[N:4]2)[N:12]=1. (2) Given the reactants [CH2:1]([CH:5]1[CH2:13][C:12]2[C:7](=[CH:8][CH:9]=[C:10]([O:14][CH3:15])[CH:11]=2)[C:6]1=[O:16])[CH2:2][CH2:3][CH3:4].N12CCCN=C1CCCCC2.[CH:28]([C:30]([CH2:32][CH3:33])=[O:31])=[CH2:29], predict the reaction product. The product is: [CH2:1]([C:5]1([CH2:29][CH2:28][C:30](=[O:31])[CH2:32][CH3:33])[CH2:13][C:12]2[C:7](=[CH:8][CH:9]=[C:10]([O:14][CH3:15])[CH:11]=2)[C:6]1=[O:16])[CH2:2][CH2:3][CH3:4].